This data is from NCI-60 drug combinations with 297,098 pairs across 59 cell lines. The task is: Regression. Given two drug SMILES strings and cell line genomic features, predict the synergy score measuring deviation from expected non-interaction effect. (1) Drug 2: C(CCl)NC(=O)N(CCCl)N=O. Synergy scores: CSS=-4.25, Synergy_ZIP=0.782, Synergy_Bliss=-2.71, Synergy_Loewe=-5.23, Synergy_HSA=-4.87. Cell line: NCI/ADR-RES. Drug 1: CC1=CC2C(CCC3(C2CCC3(C(=O)C)OC(=O)C)C)C4(C1=CC(=O)CC4)C. (2) Drug 1: C1CC(=O)NC(=O)C1N2C(=O)C3=CC=CC=C3C2=O. Drug 2: COC1=C2C(=CC3=C1OC=C3)C=CC(=O)O2. Cell line: UACC-257. Synergy scores: CSS=0.637, Synergy_ZIP=-0.348, Synergy_Bliss=1.23, Synergy_Loewe=-0.851, Synergy_HSA=-0.115.